This data is from Full USPTO retrosynthesis dataset with 1.9M reactions from patents (1976-2016). The task is: Predict the reactants needed to synthesize the given product. (1) The reactants are: [F:1][C:2]1[C:3]([C:32]([F:35])([F:34])[F:33])=[C:4]([CH:9]2[CH2:14][CH2:13][N:12]([C:15]([C:17]3[C:18]4[CH2:24][N:23](C(OC(C)(C)C)=O)[CH2:22][C:19]=4[NH:20][N:21]=3)=[O:16])[CH2:11][CH2:10]2)[CH:5]=[CH:6][C:7]=1[F:8].C(O)(C(F)(F)F)=O.C(Cl)[Cl:44]. Given the product [ClH:44].[F:1][C:2]1[C:3]([C:32]([F:33])([F:34])[F:35])=[C:4]([CH:9]2[CH2:14][CH2:13][N:12]([C:15]([C:17]3[C:18]4[CH2:24][NH:23][CH2:22][C:19]=4[NH:20][N:21]=3)=[O:16])[CH2:11][CH2:10]2)[CH:5]=[CH:6][C:7]=1[F:8], predict the reactants needed to synthesize it. (2) Given the product [NH2:30][C:31]1[C:36]([C:37]#[N:38])=[C:35]([NH:14][C@H:12]([C:6]2[C:5]([C:15]3[CH:20]=[CH:19][CH:18]=[CH:17][N:16]=3)=[CH:4][C:3]3[C:8](=[CH:9][CH:10]=[CH:11][C:2]=3[Cl:1])[N:7]=2)[CH3:13])[N:34]=[CH:33][N:32]=1, predict the reactants needed to synthesize it. The reactants are: [Cl:1][C:2]1[CH:11]=[CH:10][CH:9]=[C:8]2[C:3]=1[CH:4]=[C:5]([C:15]1[CH:20]=[CH:19][CH:18]=[CH:17][N:16]=1)[C:6]([CH:12]([NH2:14])[CH3:13])=[N:7]2.CCN(C(C)C)C(C)C.[NH2:30][C:31]1[C:36]([C:37]#[N:38])=[C:35](Cl)[N:34]=[CH:33][N:32]=1. (3) Given the product [CH3:22][O:11][C:7]1[CH:8]=[CH:9][C:10]2[C:5](=[CH:4][CH:3]=[C:2]([O:20][CH3:21])[CH:1]=2)[CH:6]=1, predict the reactants needed to synthesize it. The reactants are: [CH:1]1[C:10]2[C:5](=[CH:6][C:7]([OH:11])=[CH:8][CH:9]=2)[CH:4]=[CH:3][C:2]=1O.[H-].[Na+].S([O:20][CH3:21])(OC)(=O)=O.[CH3:22]N(C=O)C. (4) Given the product [Br:9][C:10]1[CH:15]=[C:14]2[NH:16][C:17](=[O:36])[C:18]3([CH:23]([C:24]4[CH:29]=[CH:28][CH:27]=[C:26]([Cl:30])[CH:25]=4)[CH2:22][C:21](=[O:31])[NH:20][CH:19]3[C:32]3([CH2:7][CH3:8])[CH2:34][CH2:33]3)[C:13]2=[CH:12][CH:11]=1.[CH3:37][O:38][CH:39]([Si:41]([CH3:44])([CH3:43])[CH3:42])[CH3:40], predict the reactants needed to synthesize it. The reactants are: C(I)I.[Zn]([CH2:7][CH3:8])CC.[Br:9][C:10]1[CH:15]=[C:14]2[NH:16][C:17](=[O:36])[C:18]3([CH:23]([C:24]4[CH:29]=[CH:28][CH:27]=[C:26]([Cl:30])[CH:25]=4)[CH2:22][C:21](=[O:31])[NH:20][CH:19]3[C:32](=C)[CH2:33][CH3:34])[C:13]2=[CH:12][CH:11]=1.[CH3:37][O:38][CH:39]([Si:41]([CH3:44])([CH3:43])[CH3:42])[CH3:40]. (5) Given the product [NH2:37][C:35]1[CH:34]=[CH:33][C:3]([O:4][C:5]2[CH:10]=[CH:9][N:8]=[C:7]3[CH:11]=[C:12]([C:14]4[N:19]=[CH:18][C:17]([CH2:20][N:21]([CH2:29][CH2:30][O:31][CH3:32])[C:22](=[O:28])[O:23][C:24]([CH3:27])([CH3:26])[CH3:25])=[CH:16][CH:15]=4)[S:13][C:6]=23)=[C:2]([F:1])[CH:36]=1, predict the reactants needed to synthesize it. The reactants are: [F:1][C:2]1[CH:36]=[C:35]([N+:37]([O-])=O)[CH:34]=[CH:33][C:3]=1[O:4][C:5]1[CH:10]=[CH:9][N:8]=[C:7]2[CH:11]=[C:12]([C:14]3[N:19]=[CH:18][C:17]([CH2:20][N:21]([CH2:29][CH2:30][O:31][CH3:32])[C:22](=[O:28])[O:23][C:24]([CH3:27])([CH3:26])[CH3:25])=[CH:16][CH:15]=3)[S:13][C:6]=12.[NH4+].[Cl-]. (6) The reactants are: [Br:1][C:2]1[CH:3]=[C:4]([C:9](=O)[CH3:10])[C:5](Cl)=[N:6][CH:7]=1.[NH2:12][NH2:13]. Given the product [Br:1][C:2]1[CH:3]=[C:4]2[C:9]([CH3:10])=[N:13][NH:12][C:5]2=[N:6][CH:7]=1, predict the reactants needed to synthesize it. (7) Given the product [C:1]([O:5][C:6]([NH:8][C@@H:9]1[C:18]2[C:13](=[C:14]([CH3:22])[C:15]([C:19]([NH:23][C:24]3[CH:29]=[CH:28][N:27]=[CH:26][CH:25]=3)=[O:21])=[CH:16][CH:17]=2)[S:12][CH2:11][CH2:10]1)=[O:7])([CH3:4])([CH3:3])[CH3:2], predict the reactants needed to synthesize it. The reactants are: [C:1]([O:5][C:6]([NH:8][C@@H:9]1[C:18]2[C:13](=[C:14]([CH3:22])[C:15]([C:19]([OH:21])=O)=[CH:16][CH:17]=2)[S:12][CH2:11][CH2:10]1)=[O:7])([CH3:4])([CH3:3])[CH3:2].[NH2:23][C:24]1[CH:29]=[CH:28][N:27]=[CH:26][CH:25]=1.[I-].ClC1C=CC=C[N+]=1C. (8) Given the product [C:19]([CH:11]([CH:10]([CH3:9])[CH2:17][CH3:18])[C:12]([O:14][CH2:15][CH3:16])=[O:13])(=[O:21])[CH3:20], predict the reactants needed to synthesize it. The reactants are: [Li+].CC([N-]C(C)C)C.[CH3:9][CH:10]([CH2:17][CH3:18])[CH2:11][C:12]([O:14][CH2:15][CH3:16])=[O:13].[C:19](Cl)(=[O:21])[CH3:20].II. (9) Given the product [Cl:11][C:9]1[CH:8]=[CH:7][C:3]([C:4]([OH:6])=[O:5])=[C:2]([NH:12][C@@H:13]([CH2:14][OH:15])[CH2:16][C:17]2[CH:18]=[CH:19][CH:20]=[CH:21][CH:22]=2)[N:10]=1, predict the reactants needed to synthesize it. The reactants are: Cl[C:2]1[N:10]=[C:9]([Cl:11])[CH:8]=[CH:7][C:3]=1[C:4]([OH:6])=[O:5].[NH2:12][C@H:13]([CH2:16][C:17]1[CH:22]=[CH:21][CH:20]=[CH:19][CH:18]=1)[CH2:14][OH:15].C(N(CC)CC)C.O.